From a dataset of Experimentally validated miRNA-target interactions with 360,000+ pairs, plus equal number of negative samples. Binary Classification. Given a miRNA mature sequence and a target amino acid sequence, predict their likelihood of interaction. (1) The miRNA is rno-miR-122-5p with sequence UGGAGUGUGACAAUGGUGUUUG. Result: 0 (no interaction). The protein sequence of the target gene is MYQDYPGNFDTSSRGSSGSPAHAESYSSGGGGQQKFRVDMPGSGSAFIPTINAITTSQDLQWMVQPTVITSMSNPYPRSHPYSPLPGLASVPGHMALPRPGVIKTIGTTVGRRRRDEQLSPEEEEKRRIRRERNKLAAAKCRNRRRELTEKLQAETEELEEEKSGLQKEIAELQKEKEKLEFMLVAHGPVCKISPEERRSPPTSGLQSLRGTGSAVGPVVVKQEPPEEDSPSSSAGMDKTQRSVIKPISIAGGGFYGEEPLHTPIVVTSTPAITPGTSNLVFTYPNVLEQESPSSPSESC.... (2) The miRNA is hsa-miR-3922-5p with sequence UCAAGGCCAGAGGUCCCACAGCA. The protein sequence of the target gene is MKSSVAQIKPSSGHDRRENLNSYQRNSSPEDRYEEQERSPRDRDYFDYSRSDYEHSRRGRSYDSSMESRNRDREKRRERERDTDRKRSRKSPSPGRRNPETSVTQSSSAQDEPATKKKKDELDPLLTRTGGAYIPPAKLRMMQEQITDKNSLAYQRMSWEALKKSINGLINKVNISNISIIIQELLQENIVRGRGLLSRSVLQAQSASPIFTHVYAALVAIINSKFPQIGELILKRLILNFRKGYRRNDKQLCLTASKFVAHLINQNVAHEVLCLEMLTLLLERPTDDSVEVAIGFLKEC.... Result: 0 (no interaction). (3) The miRNA is hsa-miR-505-3p with sequence CGUCAACACUUGCUGGUUUCCU. The protein sequence of the target gene is MIPANASARKGPEGKYPLHYLVWHNRHRELEKEVRAGQVDIEQLDPRGRTPLHLATTLGHLECARVLLAHGADVGRENRSGWTVLQEAVSTRDLELVQLVLRYRDYQRVVKRLAGIPVLLEKLRKAQDFYVEMKWEFTSWVPLVSKICPSDTYKVWKSGQNLRVDTTLLGFDHMTWQRGNRSFVFRGQDTSAVVMEIDHDRRVVYTETLALAGQDRELLLAAAQPTEEQVLSRLTAPVVTTQLDTKNISFERNKTGILGWRSEKTEMVNGYEAKVYGASNVELITRTRTEHLSEQHKGKV.... Result: 1 (interaction). (4) The miRNA is hsa-miR-4768-3p with sequence CCAGGAGAUCCAGAGAGAAU. The protein sequence of the target gene is METMRAQRLQPGVGTSGRGTLRALRPGVTGAAAATATPPAGPPPAPPPPAPPPPPLLLSGAPGLPLPPGAAGSPAVLREAVEAVVRSFAKHTQGYGRVNVVEALQEFWQMKQSRGADLKNGALVVYEMVPSNSPPYVCYVTLPGGSCFGSFQFCPTKAEARRSAAKIALMNSVFNEHPSRRITDEFIEKSVSEALASFNGNREEADNPNTGIGAFRFMLESNKGKSMLEFQELMTVFQLLHWNGSLKAMRERQCSRQEVLAHYSHRALDDDIRHQMALDWVSREQSVPGALSRELASTER.... Result: 1 (interaction). (5) The miRNA is hsa-miR-4781-3p with sequence AAUGUUGGAAUCCUCGCUAGAG. The protein sequence of the target gene is MSTSQPGACPCQGAASRPAILYALLSSSLKAVPRPRSRCLCRQHRPVQLCAPHRTCREALDVLAKTVAFLRNLPSFWQLPPQDQRRLLQGCWGPLFLLGLAQDAVTFEVAEAPVPSILKKILLEEPSSSGGSGQLPDRPQPSLAAVQWLQCCLESFWSLELSPKEYACLKGTILFNPDVPGLQAASHIGHLQQEAHWVLCEVLEPWCPAAQGRLTRVLLTASTLKSIPTSLLGDLFFRPIIGDVDIAGLLGDMLLLR. Result: 0 (no interaction). (6) The miRNA is hsa-miR-3691-5p with sequence AGUGGAUGAUGGAGACUCGGUAC. The protein sequence of the target gene is MGQQVGRVGEAPGLQQPQPRGIRGSSAARPSGRRRDPAGRTTETGFNIFTQHDHFASCVEDGFEGDKTGGSSPEALHRPYGCDVEPQALNEAIRWSSKENLLGATESDPNLFVALYDFVASGDNTLSITKGEKLRVLGYNQNGEWSEVRSKNGQGWVPSNYITPVNSLEKHSWYHGPVSRSAAEYLLSSLINGSFLVRESESSPGQLSISLRYEGRVYHYRINTTADGKVYVTAESRFSTLAELVHHHSTVADGLVTTLHYPAPKCNKPTVYGVSPIHDKWEMERTDITMKHKLGGGQYG.... Result: 0 (no interaction).